From a dataset of Catalyst prediction with 721,799 reactions and 888 catalyst types from USPTO. Predict which catalyst facilitates the given reaction. Reactant: C(=O)([O-])[O-].[K+].[K+].[Cl:7][CH2:8][C@H:9]1[C:17]2[C:16]3[CH:18]=[CH:19][CH:20]=[CH:21][C:15]=3[C:14]([OH:22])=[CH:13][C:12]=2[N:11]([C:23]([O:25][C:26]([CH3:29])([CH3:28])[CH3:27])=[O:24])[CH2:10]1.Br[CH2:31][C:32]1[CH:37]=[CH:36][C:35]([N+:38]([O-:40])=[O:39])=[CH:34][CH:33]=1. Product: [Cl:7][CH2:8][C@H:9]1[C:17]2[C:16]3[CH:18]=[CH:19][CH:20]=[CH:21][C:15]=3[C:14]([O:22][CH2:31][C:32]3[CH:37]=[CH:36][C:35]([N+:38]([O-:40])=[O:39])=[CH:34][CH:33]=3)=[CH:13][C:12]=2[N:11]([C:23]([O:25][C:26]([CH3:29])([CH3:28])[CH3:27])=[O:24])[CH2:10]1. The catalyst class is: 173.